Dataset: Forward reaction prediction with 1.9M reactions from USPTO patents (1976-2016). Task: Predict the product of the given reaction. The product is: [F:1][C:2]1[CH:25]=[CH:24][C:5]([CH2:6][N:7]2[C:11](=[O:12])[N:10]([C:13]3[S:17][C:16]([C:18]([OH:20])=[O:19])=[C:15]([CH3:23])[CH:14]=3)[CH:9]=[N:8]2)=[CH:4][CH:3]=1. Given the reactants [F:1][C:2]1[CH:25]=[CH:24][C:5]([CH2:6][N:7]2[C:11](=[O:12])[N:10]([C:13]3[S:17][C:16]([C:18]([O:20]CC)=[O:19])=[C:15]([CH3:23])[CH:14]=3)[CH:9]=[N:8]2)=[CH:4][CH:3]=1.[OH-].[Na+].Cl, predict the reaction product.